Predict the reactants needed to synthesize the given product. From a dataset of Full USPTO retrosynthesis dataset with 1.9M reactions from patents (1976-2016). (1) Given the product [Cl:1][C:2]1[CH:10]=[CH:9][C:8]([Br:11])=[CH:7][C:3]=1[C:4]([Cl:15])=[O:5], predict the reactants needed to synthesize it. The reactants are: [Cl:1][C:2]1[CH:10]=[CH:9][C:8]([Br:11])=[CH:7][C:3]=1[C:4](O)=[O:5].C(Cl)(=O)C([Cl:15])=O.Cl.C(=O)=O. (2) Given the product [CH3:38][C:5]([O:31][C:32]1[CH:33]=[CH:34][CH:35]=[CH:36][CH:37]=1)([CH2:6][C:7]1[CH:12]=[CH:11][C:10]([O:13][CH2:14][CH2:15][C:16]2[N:17]=[C:18]([C:22]3[CH:23]=[CH:24][CH:25]=[CH:26][CH:27]=3)[O:19][C:20]=2[CH3:21])=[C:9]([CH2:28][CH2:29][CH3:30])[CH:8]=1)[C:4]([OH:39])=[O:3], predict the reactants needed to synthesize it. The reactants are: C([O:3][C:4](=[O:39])[C:5]([CH3:38])([O:31][C:32]1[CH:37]=[CH:36][CH:35]=[CH:34][CH:33]=1)[CH2:6][C:7]1[CH:12]=[CH:11][C:10]([O:13][CH2:14][CH2:15][C:16]2[N:17]=[C:18]([C:22]3[CH:27]=[CH:26][CH:25]=[CH:24][CH:23]=3)[O:19][C:20]=2[CH3:21])=[C:9]([CH2:28][CH2:29][CH3:30])[CH:8]=1)C.[OH-].[Na+].Cl. (3) The reactants are: [N+:1]([C:4]1[CH:5]=[CH:6][C:7]2[CH2:13][CH2:12][O:11][CH2:10][CH2:9][C:8]=2[CH:14]=1)([O-])=O.[H][H]. Given the product [CH:14]1[C:8]2[CH2:9][CH2:10][O:11][CH2:12][CH2:13][C:7]=2[CH:6]=[CH:5][C:4]=1[NH2:1], predict the reactants needed to synthesize it.